Dataset: Full USPTO retrosynthesis dataset with 1.9M reactions from patents (1976-2016). Task: Predict the reactants needed to synthesize the given product. (1) Given the product [Br:14][C:11]1[CH:10]=[N:9][CH:8]=[C:7]([C:12]=1[CH3:13])[CH:18]=[O:19], predict the reactants needed to synthesize it. The reactants are: C([Li])CCC.Br[C:7]1[CH:8]=[N:9][CH:10]=[C:11]([Br:14])[C:12]=1[CH3:13].CN([CH:18]=[O:19])C. (2) Given the product [F:5][C:6]1[CH:13]=[C:12]([CH:11]=[CH:10][C:7]=1/[CH:8]=[CH:25]/[N+:22]([O-:24])=[O:23])[O:14][CH2:15][C:16]1[CH:21]=[CH:20][CH:19]=[CH:18][N:17]=1, predict the reactants needed to synthesize it. The reactants are: C(O)(=O)C.[F:5][C:6]1[CH:13]=[C:12]([O:14][CH2:15][C:16]2[CH:21]=[CH:20][CH:19]=[CH:18][N:17]=2)[CH:11]=[CH:10][C:7]=1[CH:8]=O.[N+:22]([CH3:25])([O-:24])=[O:23].C([O-])(=O)C.[NH4+]. (3) Given the product [S:1]1[C:5]2[CH:6]=[CH:7][CH:8]=[CH:9][C:4]=2[CH:3]=[C:2]1[C:10]([NH:12][C@H:13]([C:18]([NH:32][CH2:31][CH2:30][CH2:29][CH2:28][NH:27][C:26](=[O:33])[O:25][C:21]([CH3:23])([CH3:22])[CH3:24])=[O:20])[CH2:14][CH:15]([CH3:16])[CH3:17])=[O:11], predict the reactants needed to synthesize it. The reactants are: [S:1]1[C:5]2[CH:6]=[CH:7][CH:8]=[CH:9][C:4]=2[CH:3]=[C:2]1[C:10]([NH:12][C@H:13]([C:18]([OH:20])=O)[CH2:14][CH:15]([CH3:17])[CH3:16])=[O:11].[C:21]([O:25][C:26](=[O:33])[NH:27][CH2:28][CH2:29][CH2:30][CH2:31][NH2:32])([CH3:24])([CH3:23])[CH3:22].CCN=C=NCCCN(C)C.Cl.CN1CCOCC1. (4) Given the product [Br:1][C:2]1[CH:23]=[CH:22][C:5]([C:6]2[CH2:8][CH2:13][CH2:12][CH2:11][N:10]=2)=[CH:4][CH:3]=1, predict the reactants needed to synthesize it. The reactants are: [Br:1][C:2]1[CH:23]=[CH:22][C:5]([C:6]([CH:8]2[CH2:13][CH2:12][CH2:11][N:10](C(OC(C)(C)C)=O)C2=O)=O)=[CH:4][CH:3]=1.Cl. (5) Given the product [C:14]([NH:13][C:11]([C:10]1[C:4]2[C:5](=[N:6][CH:7]=[C:2]([NH:26][C:27]3[CH:32]=[CH:31][C:30]([CH2:33][OH:34])=[CH:29][CH:28]=3)[N:3]=2)[N:8]([CH2:18][O:19][CH2:20][CH2:21][Si:22]([CH3:25])([CH3:24])[CH3:23])[CH:9]=1)=[O:12])([CH3:17])([CH3:16])[CH3:15], predict the reactants needed to synthesize it. The reactants are: Br[C:2]1[N:3]=[C:4]2[C:10]([C:11]([NH:13][C:14]([CH3:17])([CH3:16])[CH3:15])=[O:12])=[CH:9][N:8]([CH2:18][O:19][CH2:20][CH2:21][Si:22]([CH3:25])([CH3:24])[CH3:23])[C:5]2=[N:6][CH:7]=1.[NH2:26][C:27]1[CH:32]=[CH:31][C:30]([CH2:33][OH:34])=[CH:29][CH:28]=1. (6) Given the product [F:21][C:22]1[CH:28]=[CH:27][C:25]([NH:26][C:2]2[C:7]([F:8])=[CH:6][C:5]([O:9][C:10]3[CH:15]=[CH:14][CH:13]=[C:12]([N:16]4[CH2:20][CH2:19][CH2:18][CH2:17]4)[CH:11]=3)=[CH:4][N:3]=2)=[CH:24][C:23]=1[O:29][CH3:30], predict the reactants needed to synthesize it. The reactants are: Cl[C:2]1[C:7]([F:8])=[CH:6][C:5]([O:9][C:10]2[CH:15]=[CH:14][CH:13]=[C:12]([N:16]3[CH2:20][CH2:19][CH2:18][CH2:17]3)[CH:11]=2)=[CH:4][N:3]=1.[F:21][C:22]1[CH:28]=[CH:27][C:25]([NH2:26])=[CH:24][C:23]=1[O:29][CH3:30].C1(P(C2C=CC=CC=2)C2C3OC4C(=CC=CC=4P(C4C=CC=CC=4)C4C=CC=CC=4)C(C)(C)C=3C=CC=2)C=CC=CC=1.C(=O)([O-])[O-].[Cs+].[Cs+]. (7) The reactants are: Br[CH2:2][CH2:3][CH2:4][CH3:5].[CH3:6][C:7]([CH:9]1[CH2:14][C:13]([CH3:16])([CH3:15])[CH2:12][CH2:11][CH2:10]1)=[O:8]. Given the product [CH3:15][C:13]1([CH3:16])[CH2:12][CH2:11][CH2:10][CH:9]([C:7]([OH:8])([CH2:2][CH2:3][CH2:4][CH3:5])[CH3:6])[CH2:14]1, predict the reactants needed to synthesize it.